From a dataset of Forward reaction prediction with 1.9M reactions from USPTO patents (1976-2016). Predict the product of the given reaction. (1) Given the reactants [Cl:1][C:2]1[C:10]2[CH:9]([CH2:11][N+:12]([O-])=O)[O:8][B:7]([OH:15])[C:6]=2[C:5]([O:16][CH2:17][CH2:18][CH2:19][NH:20][C:21](=[O:27])[O:22][C:23]([CH3:26])([CH3:25])[CH3:24])=[CH:4][CH:3]=1.N, predict the reaction product. The product is: [NH2:12][CH2:11][CH:9]1[O:8][B:7]([OH:15])[C:6]2[C:5]([O:16][CH2:17][CH2:18][CH2:19][NH:20][C:21](=[O:27])[O:22][C:23]([CH3:25])([CH3:24])[CH3:26])=[CH:4][CH:3]=[C:2]([Cl:1])[C:10]1=2. (2) The product is: [Cl:1][C:2]1[CH:3]=[CH:4][C:5]([CH2:18][NH:19][C:20](=[O:25])[C:21]([CH3:24])([CH3:22])[CH3:23])=[C:6]([F:17])[C:7]=1[N:8]1[C:34](=[O:35])[NH:33][C:31]([C:30]2[CH:36]=[CH:37][C:27]([I:26])=[CH:28][CH:29]=2)=[N:9]1. Given the reactants [Cl:1][C:2]1[C:7]([NH:8][NH:9]C(OC(C)(C)C)=O)=[C:6]([F:17])[C:5]([CH2:18][NH:19][C:20](=[O:25])[C:21]([CH3:24])([CH3:23])[CH3:22])=[CH:4][CH:3]=1.[I:26][C:27]1[CH:37]=[CH:36][C:30]([C:31]([N:33]=[C:34]=[O:35])=O)=[CH:29][CH:28]=1.FC(F)(F)C(O)=O, predict the reaction product.